Dataset: Reaction yield outcomes from USPTO patents with 853,638 reactions. Task: Predict the reaction yield, written as a fraction of the theoretical maximum amount of product (1.0 means a 100% yield; for example, 0.34 means a 34% yield). (1) The reactants are [C:1]([O:5][C:6]([NH:8][C@H:9]1[CH2:14][CH2:13][C@H:12]([N:15]([CH2:34][CH3:35])[C:16]2[C:17]([CH3:33])=[C:18]([C:29]([O:31][CH3:32])=[O:30])[CH:19]=[C:20]([C:22]3[CH:27]=[CH:26][C:25]([OH:28])=[CH:24][CH:23]=3)[CH:21]=2)[CH2:11][CH2:10]1)=[O:7])([CH3:4])([CH3:3])[CH3:2].Br[CH2:37][CH2:38][O:39][CH3:40].C([O-])([O-])=O.[Cs+].[Cs+].O. The catalyst is C(#N)C. The product is [C:1]([O:5][C:6]([NH:8][C@H:9]1[CH2:14][CH2:13][C@H:12]([N:15]([CH2:34][CH3:35])[C:16]2[C:17]([CH3:33])=[C:18]([C:29]([O:31][CH3:32])=[O:30])[CH:19]=[C:20]([C:22]3[CH:23]=[CH:24][C:25]([O:28][CH2:37][CH2:38][O:39][CH3:40])=[CH:26][CH:27]=3)[CH:21]=2)[CH2:11][CH2:10]1)=[O:7])([CH3:4])([CH3:3])[CH3:2]. The yield is 0.765. (2) The reactants are [Si:1]([O:8][CH2:9][C@H:10]1[C@H:14]([O:15][CH:16]2[CH2:21][CH2:20][CH2:19][CH2:18][O:17]2)[CH2:13][C@H:12]([OH:22])[C@@H:11]1[CH2:23]/[CH:24]=[CH:25]\[CH2:26][CH2:27][CH2:28][C:29]([O:31][CH3:32])=[O:30])([C:4]([CH3:7])([CH3:6])[CH3:5])([CH3:3])[CH3:2]. The catalyst is C(OCC)(=O)C.[Pd]. The product is [Si:1]([O:8][CH2:9][C@H:10]1[C@H:14]([O:15][CH:16]2[CH2:21][CH2:20][CH2:19][CH2:18][O:17]2)[CH2:13][C@H:12]([OH:22])[C@@H:11]1[CH2:23][CH2:24][CH2:25][CH2:26][CH2:27][CH2:28][C:29]([O:31][CH3:32])=[O:30])([C:4]([CH3:7])([CH3:6])[CH3:5])([CH3:2])[CH3:3]. The yield is 0.997. (3) The reactants are CO[CH:3](OC)[CH2:4][S:5][C:6]1[CH:11]=[CH:10][CH:9]=[CH:8][C:7]=1[Br:12]. The catalyst is ClC1C=CC=CC=1. The product is [Br:12][C:7]1[C:6]2[S:5][CH:4]=[CH:3][C:11]=2[CH:10]=[CH:9][CH:8]=1. The yield is 0.890. (4) The reactants are C([O-])([O-])=O.[K+].[K+].[CH2:7]([O:9][C:10](=[O:31])[CH2:11][CH2:12][CH2:13][CH2:14][CH2:15][CH2:16][N:17]([C:24]1[CH:29]=[C:28]([OH:30])[CH:27]=[CH:26][N:25]=1)[C:18]1[CH:23]=[CH:22][CH:21]=[CH:20][N:19]=1)[CH3:8].I[CH2:33][CH3:34].CCOC(C)=O. The catalyst is CN(C=O)C.[Cl-].[Na+].O. The product is [CH2:7]([O:9][C:10](=[O:31])[CH2:11][CH2:12][CH2:13][CH2:14][CH2:15][CH2:16][N:17]([C:24]1[CH:29]=[C:28]([O:30][CH2:33][CH3:34])[CH:27]=[CH:26][N:25]=1)[C:18]1[CH:23]=[CH:22][CH:21]=[CH:20][N:19]=1)[CH3:8]. The yield is 0.430.